The task is: Predict the reactants needed to synthesize the given product.. This data is from Full USPTO retrosynthesis dataset with 1.9M reactions from patents (1976-2016). Given the product [CH2:4]([O:6][C:7]([C:9]1[CH:14]=[CH:13][C:12]([CH3:1])=[C:11]([CH3:16])[N:10]=1)=[O:8])[CH3:5], predict the reactants needed to synthesize it. The reactants are: [CH3:1][Zn]C.[CH2:4]([O:6][C:7]([C:9]1[CH:14]=[CH:13][C:12](Br)=[C:11]([CH3:16])[N:10]=1)=[O:8])[CH3:5].Cl.